This data is from Forward reaction prediction with 1.9M reactions from USPTO patents (1976-2016). The task is: Predict the product of the given reaction. (1) Given the reactants Br[C:2]1[N:10]2[C:5]([C:6]([NH:11][C:12](=[O:17])[C:13]([CH3:16])([CH3:15])[CH3:14])=[N:7][CH:8]=[N:9]2)=[CH:4][CH:3]=1.C([Li])CCC.[Si:23]([O:30][CH2:31][C@H:32]1[N:36]=[CH:35][C@@H:34]2[O:37][C:38]([CH3:41])([CH3:40])[O:39][C@H:33]12)([C:26]([CH3:29])([CH3:28])[CH3:27])([CH3:25])[CH3:24], predict the reaction product. The product is: [Si:23]([O:30][CH2:31][C@@H:32]1[C@H:33]2[O:39][C:38]([CH3:41])([CH3:40])[O:37][C@H:34]2[C@H:35]([C:2]2[N:10]3[C:5]([C:6]([NH:11][C:12](=[O:17])[C:13]([CH3:16])([CH3:15])[CH3:14])=[N:7][CH:8]=[N:9]3)=[CH:4][CH:3]=2)[NH:36]1)([C:26]([CH3:29])([CH3:27])[CH3:28])([CH3:24])[CH3:25]. (2) Given the reactants [Br:1][C:2]1[CH:10]=[C:9]2[C:5]([CH:6]([CH3:12])[C:7](=[O:11])[NH:8]2)=[CH:4][CH:3]=1.[C:13](OC(=O)C)(=[O:15])[CH3:14], predict the reaction product. The product is: [C:13]([N:8]1[C:9]2[C:5](=[CH:4][CH:3]=[C:2]([Br:1])[CH:10]=2)[CH:6]([CH3:12])[C:7]1=[O:11])(=[O:15])[CH3:14]. (3) Given the reactants [CH3:1][O:2][C:3]1[CH:8]=[CH:7][C:6]([C:9]2[CH:10]=[C:11]3[C:16]4=[C:17]([C@@H:19]5[CH2:24][NH:23][CH2:22][CH2:21][C@@H:20]5[N:15]4[CH2:14][CH2:13][CH2:12]3)[CH:18]=2)=[C:5]([C:25]([F:28])([F:27])[F:26])[CH:4]=1.[BH4-].[Na+].[C:31](O)(=O)[CH3:32], predict the reaction product. The product is: [CH2:31]([N:23]1[CH2:22][CH2:21][C@@H:20]2[N:15]3[C:16]4[C:11](=[CH:10][C:9]([C:6]5[CH:7]=[CH:8][C:3]([O:2][CH3:1])=[CH:4][C:5]=5[C:25]([F:28])([F:26])[F:27])=[CH:18][C:17]=4[C@@H:19]2[CH2:24]1)[CH2:12][CH2:13][CH2:14]3)[CH3:32]. (4) Given the reactants [CH3:1][C:2]1[C:10]2[C:9](=[O:11])[NH:8][C:7]([C:12]([NH:14][CH2:15][C:16]3[CH:21]=[CH:20][CH:19]=[C:18]([CH2:22][NH:23][C:24]([C:26]4[N:30]=[CH:29][N:28](C(C5C=CC=CC=5)(C5C=CC=CC=5)C5C=CC=CC=5)[N:27]=4)=[O:25])[CH:17]=3)=[O:13])=[N:6][C:5]=2[S:4][CH:3]=1.C([SiH](CC)CC)C.FC(F)(F)C(O)=O, predict the reaction product. The product is: [CH3:1][C:2]1[C:10]2[C:9](=[O:11])[NH:8][C:7]([C:12]([NH:14][CH2:15][C:16]3[CH:21]=[CH:20][CH:19]=[C:18]([CH2:22][NH:23][C:24]([C:26]4[N:30]=[CH:29][NH:28][N:27]=4)=[O:25])[CH:17]=3)=[O:13])=[N:6][C:5]=2[S:4][CH:3]=1. (5) Given the reactants [F:1][C:2]1[CH:3]=[C:4]([CH:8]2[CH2:12][CH2:11][CH2:10][N:9]2[C:13]2[CH:18]=[CH:17][N:16]3[N:19]=[CH:20][C:21]([C:22]([NH:24][NH:25][C:26](=O)[C:27]([CH3:30])([CH3:29])[CH3:28])=O)=[C:15]3[N:14]=2)[CH:5]=[N:6][CH:7]=1.P12(SP3(SP(SP(S3)(S1)=S)(=S)S2)=S)=[S:33].C([O-])([O-])=O.[Na+].[Na+], predict the reaction product. The product is: [C:27]([C:26]1[S:33][C:22]([C:21]2[CH:20]=[N:19][N:16]3[CH:17]=[CH:18][C:13]([N:9]4[CH2:10][CH2:11][CH2:12][CH:8]4[C:4]4[CH:5]=[N:6][CH:7]=[C:2]([F:1])[CH:3]=4)=[N:14][C:15]=23)=[N:24][N:25]=1)([CH3:30])([CH3:29])[CH3:28]. (6) Given the reactants [NH2:1][C:2]1([C:5]2[CH:13]=[CH:12][C:8]([C:9]([OH:11])=[O:10])=[CH:7][CH:6]=2)[CH2:4][CH2:3]1.CO.[CH3:16][Si](C=[N+]=[N-])(C)C.CCCCCC, predict the reaction product. The product is: [NH2:1][C:2]1([C:5]2[CH:13]=[CH:12][C:8]([C:9]([O:11][CH3:16])=[O:10])=[CH:7][CH:6]=2)[CH2:4][CH2:3]1. (7) The product is: [CH2:33]([C@H:2]([NH:1][C:46](=[O:47])[C@H:45]([C:49]([CH3:51])([CH3:50])[CH3:52])[NH:44][C:42](=[O:43])[O:41][CH3:40])[C@@H:3]([OH:32])[CH2:4][C@@H:5]([CH2:6][C:7]1[CH:12]=[CH:11][C:10]([C:13]2[CH:18]=[CH:17][CH:16]=[CH:15][N:14]=2)=[CH:9][CH:8]=1)[NH:19][C:20](=[O:21])[C@@H:22]([NH:27][C:28](=[O:31])[O:29][CH3:30])[C:23]([CH3:26])([CH3:25])[CH3:24])[C:34]1[CH:35]=[CH:36][CH:37]=[CH:38][CH:39]=1. Given the reactants [NH2:1][C@@H:2]([CH2:33][C:34]1[CH:39]=[CH:38][CH:37]=[CH:36][CH:35]=1)[C@@H:3]([OH:32])[CH2:4][C@H:5]([NH:19][C:20]([C@@H:22]([NH:27][C:28](=[O:31])[O:29][CH3:30])[C:23]([CH3:26])([CH3:25])[CH3:24])=[O:21])[CH2:6][C:7]1[CH:12]=[CH:11][C:10]([C:13]2[CH:18]=[CH:17][CH:16]=[CH:15][N:14]=2)=[CH:9][CH:8]=1.[CH3:40][O:41][C:42]([NH:44][C@@H:45]([C:49]([CH3:52])([CH3:51])[CH3:50])[C:46](O)=[O:47])=[O:43].CCOP(ON1N=NC2C=CC=CC=2C1=O)(OCC)=O.C(N(CC)C(C)C)(C)C, predict the reaction product. (8) Given the reactants [Br:1][C:2]1[C:10]2[C:5](=[CH:6][CH:7]=[C:8]([C:11]([NH2:13])=O)[CH:9]=2)[N:4]([CH:14]2[CH2:19][CH2:18][CH2:17][CH2:16][O:15]2)[N:3]=1.[C:20](O)(=O)C.[NH2:24][NH2:25], predict the reaction product. The product is: [NH:24]1[CH:20]=[N:13][C:11]([C:8]2[CH:9]=[C:10]3[C:5](=[CH:6][CH:7]=2)[N:4]([CH:14]2[CH2:19][CH2:18][CH2:17][CH2:16][O:15]2)[N:3]=[C:2]3[Br:1])=[N:25]1. (9) Given the reactants [OH:1][C@H:2]1[C@H:11]([O:12][CH2:13][CH2:14][O:15][CH3:16])[C:10]2[CH:9]=[CH:8][N:7]3[C:17]([CH3:21])=[C:18]([CH3:20])[N:19]=[C:6]3[C:5]=2[NH:4][C@@H:3]1[C:22]1[CH:27]=[CH:26][CH:25]=[CH:24][CH:23]=1.[C:28](O[C:28](=[O:31])[CH2:29][CH3:30])(=[O:31])[CH2:29][CH3:30].[OH-].[Na+], predict the reaction product. The product is: [CH3:16][O:15][CH2:14][CH2:13][O:12][C@@H:11]1[C:10]2[CH:9]=[CH:8][N:7]3[C:17]([CH3:21])=[C:18]([CH3:20])[N:19]=[C:6]3[C:5]=2[NH:4][C@H:3]([C:22]2[CH:23]=[CH:24][CH:25]=[CH:26][CH:27]=2)[C@H:2]1[O:1][C:28](=[O:31])[CH2:29][CH3:30]. (10) Given the reactants Cl[C:2]1[CH:7]=[CH:6][CH:5]=[CH:4][C:3]=1[N+:8]([O-:10])=[O:9].N12CCC(CC1)CN2.C([O-])([O-])=O.[K+].[K+].[CH3:25][C:26]([CH3:30])([CH3:29])[CH:27]=[CH2:28], predict the reaction product. The product is: [CH3:25][C:26]([CH3:30])([CH3:29])[CH:27]=[CH:28][C:2]1[CH:7]=[CH:6][CH:5]=[CH:4][C:3]=1[N+:8]([O-:10])=[O:9].